This data is from NCI-60 drug combinations with 297,098 pairs across 59 cell lines. The task is: Regression. Given two drug SMILES strings and cell line genomic features, predict the synergy score measuring deviation from expected non-interaction effect. Drug 1: CC1C(C(CC(O1)OC2CC(OC(C2O)C)OC3=CC4=CC5=C(C(=O)C(C(C5)C(C(=O)C(C(C)O)O)OC)OC6CC(C(C(O6)C)O)OC7CC(C(C(O7)C)O)OC8CC(C(C(O8)C)O)(C)O)C(=C4C(=C3C)O)O)O)O. Drug 2: C1CC(=O)NC(=O)C1N2C(=O)C3=CC=CC=C3C2=O. Cell line: HL-60(TB). Synergy scores: CSS=65.9, Synergy_ZIP=1.44, Synergy_Bliss=0.964, Synergy_Loewe=-33.9, Synergy_HSA=-0.485.